Predict the product of the given reaction. From a dataset of Forward reaction prediction with 1.9M reactions from USPTO patents (1976-2016). (1) Given the reactants [CH3:1][C:2]([CH3:8])([CH3:7])[C:3]([NH:5][NH2:6])=[O:4].C(=O)(O)[O-].[Na+].[C:14](Cl)(=[O:16])[CH3:15], predict the reaction product. The product is: [C:14]([NH:6][NH:5][C:3](=[O:4])[C:2]([CH3:8])([CH3:7])[CH3:1])(=[O:16])[CH3:15]. (2) The product is: [Cl:1][C:2]1[CH:10]=[C:9]2[C:5]([C:6]([C:11]([OH:13])=[O:12])=[CH:7][NH:8]2)=[CH:4][C:3]=1[C:15]1[CH:20]=[CH:19][C:18]([C:21]([OH:24])([CH3:23])[CH3:22])=[C:17]([O:25][CH3:26])[CH:16]=1. Given the reactants [Cl:1][C:2]1[CH:10]=[C:9]2[C:5]([C:6]([C:11]([O:13]C)=[O:12])=[CH:7][NH:8]2)=[CH:4][C:3]=1[C:15]1[CH:20]=[CH:19][C:18]([C:21]([OH:24])([CH3:23])[CH3:22])=[C:17]([O:25][CH3:26])[CH:16]=1.[OH-].[Na+], predict the reaction product. (3) Given the reactants [C:1]([C:4]1[CH:9]=[CH:8][C:7]([CH2:10][C:11]([OH:13])=[O:12])=[C:6]([NH:14][C:15]([O:17][CH2:18][CH:19]=[CH2:20])=[O:16])[CH:5]=1)(=[O:3])[CH3:2].C(N(CC)CC)C.[N+:28]([C:31]1[CH:38]=[CH:37][C:34]([CH2:35]Br)=[CH:33][CH:32]=1)([O-:30])=[O:29].O, predict the reaction product. The product is: [C:1]([C:4]1[CH:9]=[CH:8][C:7]([CH2:10][C:11]([O:13][CH2:35][C:34]2[CH:37]=[CH:38][C:31]([N+:28]([O-:30])=[O:29])=[CH:32][CH:33]=2)=[O:12])=[C:6]([NH:14][C:15]([O:17][CH2:18][CH:19]=[CH2:20])=[O:16])[CH:5]=1)(=[O:3])[CH3:2].